The task is: Regression. Given a peptide amino acid sequence and an MHC pseudo amino acid sequence, predict their binding affinity value. This is MHC class II binding data.. This data is from Peptide-MHC class II binding affinity with 134,281 pairs from IEDB. The peptide sequence is QNIFLSNAPLGPQFP. The MHC is DRB1_0401 with pseudo-sequence DRB1_0401. The binding affinity (normalized) is 0.467.